Dataset: Forward reaction prediction with 1.9M reactions from USPTO patents (1976-2016). Task: Predict the product of the given reaction. (1) Given the reactants [CH2:1]([O:3][C:4]([C@H:6]1[CH2:11][CH2:10][C@H:9]([O:12][CH:13]2[CH2:18][CH2:17][N:16](C(OCC3C=CC=CC=3)=O)[CH2:15][CH2:14]2)[CH2:8][CH2:7]1)=[O:5])[CH3:2], predict the reaction product. The product is: [NH:16]1[CH2:15][CH2:14][CH:13]([O:12][C@H:9]2[CH2:10][CH2:11][C@H:6]([C:4]([O:3][CH2:1][CH3:2])=[O:5])[CH2:7][CH2:8]2)[CH2:18][CH2:17]1. (2) The product is: [F:25][C:26]1[CH:34]=[CH:33][CH:32]=[C:31]([C:35]([F:36])([F:37])[F:38])[C:27]=1[C:28]([NH:1][C:2]1[CH:3]=[CH:4][C:5]([C:8]2[S:12][C:11]([CH:13]3[CH2:14][CH2:15][CH:16]([CH2:19][C:20]([O:22][CH2:23][CH3:24])=[O:21])[CH2:17][CH2:18]3)=[N:10][CH:9]=2)=[CH:6][CH:7]=1)=[O:29]. Given the reactants [NH2:1][C:2]1[CH:7]=[CH:6][C:5]([C:8]2[S:12][C:11]([CH:13]3[CH2:18][CH2:17][CH:16]([CH2:19][C:20]([O:22][CH2:23][CH3:24])=[O:21])[CH2:15][CH2:14]3)=[N:10][CH:9]=2)=[CH:4][CH:3]=1.[F:25][C:26]1[CH:34]=[CH:33][CH:32]=[C:31]([C:35]([F:38])([F:37])[F:36])[C:27]=1[C:28](Cl)=[O:29], predict the reaction product.